This data is from Reaction yield outcomes from USPTO patents with 853,638 reactions. The task is: Predict the reaction yield, written as a fraction of the theoretical maximum amount of product (1.0 means a 100% yield; for example, 0.34 means a 34% yield). The reactants are [Cl:1][C:2]1[CH:7]=[CH:6][C:5]([CH2:8][S:9][CH3:10])=[CH:4][N:3]=1.ClC1C=CC=C(C(OO)=[O:19])C=1.CO. The catalyst is C(Cl)(Cl)Cl. The product is [Cl:1][C:2]1[CH:7]=[CH:6][C:5]([CH2:8][S:9]([CH3:10])=[O:19])=[CH:4][N:3]=1. The yield is 0.920.